Dataset: Forward reaction prediction with 1.9M reactions from USPTO patents (1976-2016). Task: Predict the product of the given reaction. (1) Given the reactants [I:1][C:2]1[CH:7]=[CH:6][CH:5]=[CH:4][C:3]=1[OH:8].[H-].[Na+].[CH3:11][C:12]([CH3:16])=[CH:13][CH2:14]Br, predict the reaction product. The product is: [I:1][C:2]1[CH:7]=[CH:6][CH:5]=[CH:4][C:3]=1[O:8][CH2:14][CH:13]=[C:12]([CH3:16])[CH3:11]. (2) Given the reactants [N:1]1[CH:6]=[CH:5][CH:4]=[CH:3][C:2]=1[NH:7][C:8](=[O:14])[O:9][C:10]([CH3:13])([CH3:12])[CH3:11].[H-].[Na+].CS(O[CH2:22][C:23]([F:26])([F:25])[CH3:24])(=O)=O.C(=O)([O-])[O-].[Cs+].[Cs+], predict the reaction product. The product is: [C:10]([O:9][C:8](=[O:14])[N:7]([CH2:22][C:23]([F:26])([F:25])[CH3:24])[C:2]1[CH:3]=[CH:4][CH:5]=[CH:6][N:1]=1)([CH3:11])([CH3:13])[CH3:12]. (3) Given the reactants C1C=C[NH+]=CC=1.[O-][Cr](Cl)(=O)=O.[C:12]([O:20][C@@H:21]1[C@H:27]([O:28][C:29](=[O:36])[C:30]2[CH:35]=[CH:34][CH:33]=[CH:32][CH:31]=2)[C@@H:26]([O:37][C:38](=[O:45])[C:39]2[CH:44]=[CH:43][CH:42]=[CH:41][CH:40]=2)[C@H:25]([CH3:46])[O:24][CH:22]1[OH:23])(=[O:19])[C:13]1[CH:18]=[CH:17][CH:16]=[CH:15][CH:14]=1.CCOCC, predict the reaction product. The product is: [C:12]([O:20][C@@H:21]1[C@H:27]([O:28][C:29](=[O:36])[C:30]2[CH:35]=[CH:34][CH:33]=[CH:32][CH:31]=2)[C@@H:26]([O:37][C:38](=[O:45])[C:39]2[CH:40]=[CH:41][CH:42]=[CH:43][CH:44]=2)[C@H:25]([CH3:46])[O:24][C:22]1=[O:23])(=[O:19])[C:13]1[CH:18]=[CH:17][CH:16]=[CH:15][CH:14]=1. (4) The product is: [Br:1][C:2]1[C:10]2[C:9]([C:11]([O:13][CH2:14][CH3:15])=[O:12])=[CH:8][C:7]([C:28]3[CH:29]=[CH:30][C:31]([CH2:32][N:33]4[CH2:38][CH2:37][O:36][CH2:35][CH2:34]4)=[CH:39][CH:40]=3)=[N:6][C:5]=2[N:4]([CH:17]([CH3:19])[CH3:18])[N:3]=1. Given the reactants [Br:1][C:2]1[C:10]2[C:9]([C:11]([O:13][CH2:14][CH3:15])=[O:12])=[CH:8][C:7](Br)=[N:6][C:5]=2[N:4]([CH:17]([CH3:19])[CH3:18])[N:3]=1.CC1(C)C(C)(C)OB([C:28]2[CH:40]=[CH:39][C:31]([CH2:32][N:33]3[CH2:38][CH2:37][O:36][CH2:35][CH2:34]3)=[CH:30][CH:29]=2)O1.C([O-])([O-])=O.[Na+].[Na+].CO.C(Cl)Cl, predict the reaction product. (5) Given the reactants [C:1]([NH:9][C:10]1[N:18]=[CH:17][N:16]=[C:15]2[C:11]=1[NH:12][CH:13]=[N:14]2)(=[O:8])[C:2]1[CH:7]=[CH:6][CH:5]=[CH:4][CH:3]=1.[H-].[Na+].Br[CH2:22][C:23]([O:25][CH2:26][CH3:27])=[O:24], predict the reaction product. The product is: [C:1]([NH:9][C:10]1[N:18]=[CH:17][N:16]=[C:15]2[C:11]=1[N:12]=[CH:13][N:14]2[CH2:22][C:23]([O:25][CH2:26][CH3:27])=[O:24])(=[O:8])[C:2]1[CH:7]=[CH:6][CH:5]=[CH:4][CH:3]=1. (6) Given the reactants [CH3:1][NH:2][C:3]1[C:10]([N+:11]([O-])=O)=[CH:9][C:6]([C:7]#[N:8])=[C:5]([N:14]2[CH2:19][CH2:18][CH:17]([C:20]([F:23])([F:22])[F:21])[CH2:16][CH2:15]2)[CH:4]=1.CCOC(C)=O, predict the reaction product. The product is: [NH2:11][C:10]1[C:3]([NH:2][CH3:1])=[CH:4][C:5]([N:14]2[CH2:19][CH2:18][CH:17]([C:20]([F:21])([F:22])[F:23])[CH2:16][CH2:15]2)=[C:6]([CH:9]=1)[C:7]#[N:8].